From a dataset of Full USPTO retrosynthesis dataset with 1.9M reactions from patents (1976-2016). Predict the reactants needed to synthesize the given product. Given the product [CH2:37]([CH:44]1[CH2:49][N:48]([C:27]([O:29][CH2:30][C:31]2[CH:36]=[CH:35][CH:34]=[CH:33][CH:32]=2)=[O:28])[CH2:47][CH2:46][N:45]1[C:50]([O:52][C:53]([CH3:56])([CH3:55])[CH3:54])=[O:51])[C:38]1[CH:39]=[CH:40][CH:41]=[CH:42][CH:43]=1, predict the reactants needed to synthesize it. The reactants are: C(C1CN(CC(NC2C=CC=C([N+]([O-])=O)C=2)=O)CCN1[C:27]([O:29][CH2:30][C:31]1[CH:36]=[CH:35][CH:34]=[CH:33][CH:32]=1)=[O:28])C1C=CC=CC=1.[CH2:37]([CH:44]1[CH2:49][NH:48][CH2:47][CH2:46][N:45]1[C:50]([O:52][C:53]([CH3:56])([CH3:55])[CH3:54])=[O:51])[C:38]1[CH:43]=[CH:42][CH:41]=[CH:40][CH:39]=1.C(N(CC)CC)C.ClC(OCC1C=CC=CC=1)=O.